From a dataset of Drug-target binding data from BindingDB using Ki measurements. Regression. Given a target protein amino acid sequence and a drug SMILES string, predict the binding affinity score between them. We predict pKi (pKi = -log10(Ki in M); higher means stronger inhibition). Dataset: bindingdb_ki. (1) The small molecule is Cn1cc(C(=O)OCC2CCN(CCNS(C)(=O)=O)CC2)c2ccccc21. The target protein (P10683) has sequence MARGSVILLAWLLLVATLSATLGLGMPTKEKRGWTLNSAGYLLGPHAIDNHRSFSDKHGLTGKRELPLEVEEGRLGSVAVPLPESNIVRTIMEFLSFLHLKEAGALDSLPGIPLATSSEDLEQS. The pKi is 5.0. (2) The drug is CCCCCCC(C(C)O)n1cnc2c1NCNC2C=O. The target protein (P56658) has sequence MAQTPAFNKPKVELHVHLDGAIKPETILYYGRKRGIALPADTPEELQNIIGMDKPLSLPEFLAKFDYYMPAIAGCREAVKRIAYEFVEMKAKDGVVYVEVRYSPHLLANSKVEPIPWNQAEGDLTPDEVVSLVNQGLQEGERDFGVKVRSILCCMRHQPSWSSEVVELCKKYREQTVVAIDLAGDETIEGSSLFPGHVKAYAEAVKSGVHRTVHAGEVGSANVVKEAVDTLKTERLGHGYHTLEDATLYNRLRQENMHFEVCPWSSYLTGAWKPDTEHPVVRFKNDQVNYSLNTDDPLIFKSTLDTDYQMTKNEMGFTEEEFKRLNINAAKSSFLPEDEKKELLDLLYKAYGMPSPASAEQCL. The pKi is 4.9. (3) The drug is N[C@@H](Cn1c(=O)[nH]c(=O)c2cocc21)C(=O)O. The target protein (P19493) has sequence MRIICRQIVLLFSGFWGLAMGAFPSSVQIGGLFIRNTDQEYTAFRLAIFLHNTSPNASEAPFNLVPHVDNIETANSFAVTNAFCSQYSRGVFAIFGLYDKRSVHTLTSFCSALHISLITPSFPTEGESQFVLQLRPSLRGALLSLLDHYEWNCFVFLYDTDRGYSILQAIMEKAGQNGWHVSAICVENFNDVSYRQLLEELDRRQEKKFVIDCEIERLQNILEQIVSVGKHVKGYHYIIANLGFKDISLERFIHGGANVTGFQLVDFNTPMVTKLMDRWKKLDQREYPGSETPPKYTSALTYDGVLVMAETFRSLRRQKIDISRRGNAGDCLANPAAPWGQGIDMERTLKQVRIQGLTGNVQFDHYGRRVNYTMDVFELKSTGPRKVGYWNDMDKLVLIQDMPTLGNDTAAIENRTVVVTTIMESPYVMYKKNHEMFEGNDKYEGYCVDLASEIAKHIGIKYKIAIVPDGKYGARDADTKIWNGMVGELVYGKAEIAIAP.... The pKi is 4.0. (4) The drug is Oc1noc2cc(CCc3nn[nH]n3)ccc12. The target protein (Q9NQB0) has sequence MPQLNGGGGDDLGANDELISFKDEGEQEEKSSENSSAERDLADVKSSLVNESETNQNSSSDSEAERRPPPRSESFRDKSRESLEEAAKRQDGGLFKGPPYPGYPFIMIPDLTSPYLPNGSLSPTARTLHFQSGSTHYSAYKTIEHQIAVQYLQMKWPLLDVQAGSLQSRQALKDARSPSPAHIVSNKVPVVQHPHHVHPLTPLITYSNEHFTPGNPPPHLPADVDPKTGIPRPPHPPDISPYYPLSPGTVGQIPHPLGWLVPQQGQPVYPITTGGFRHPYPTALTVNASMSRFPPHMVPPHHTLHTTGIPHPAIVTPTVKQESSQSDVGSLHSSKHQDSKKEEEKKKPHIKKPLNAFMLYMKEMRAKVVAECTLKESAAINQILGRRWHALSREEQAKYYELARKERQLHMQLYPGWSARDNYGKKKKRKRDKQPGETNEHSECFLNPCLSLPPITDLSAPKKCRARFGLDQQNNWCGPCRRKKKCVRYIQGEGSCLSPP.... The pKi is 5.9.